From a dataset of Forward reaction prediction with 1.9M reactions from USPTO patents (1976-2016). Predict the product of the given reaction. Given the reactants [CH3:1][O:2][C:3]1[CH:33]=[CH:32][C:6]([CH2:7][N:8]2[C:12]3=[N:13][CH:14]=[CH:15][C:16]([O:17][C:18]4[CH:23]=[CH:22][C:21]([NH2:24])=[CH:20][C:19]=4[F:25])=[C:11]3[C:10]([C:26]3[N:27]([CH3:31])[CH:28]=[CH:29][N:30]=3)=[N:9]2)=[CH:5][CH:4]=1.[F:34][C:35]1[CH:40]=[CH:39][C:38]([N:41]2[C:46](=[O:47])[C:45]([C:48](O)=[O:49])=[CH:44][CH:43]=[N:42]2)=[CH:37][CH:36]=1.Cl.C(N=C=NCCCN(C)C)C.N1(O)C2C=CC=CC=2N=N1.C(N(C(C)C)C(C)C)C, predict the reaction product. The product is: [F:25][C:19]1[CH:20]=[C:21]([NH:24][C:48]([C:45]2[C:46](=[O:47])[N:41]([C:38]3[CH:39]=[CH:40][C:35]([F:34])=[CH:36][CH:37]=3)[N:42]=[CH:43][CH:44]=2)=[O:49])[CH:22]=[CH:23][C:18]=1[O:17][C:16]1[CH:15]=[CH:14][N:13]=[C:12]2[N:8]([CH2:7][C:6]3[CH:5]=[CH:4][C:3]([O:2][CH3:1])=[CH:33][CH:32]=3)[N:9]=[C:10]([C:26]3[N:27]([CH3:31])[CH:28]=[CH:29][N:30]=3)[C:11]=12.